From a dataset of Forward reaction prediction with 1.9M reactions from USPTO patents (1976-2016). Predict the product of the given reaction. (1) Given the reactants [Cl:1][C:2]1[CH:3]=[C:4]([C:8]2[C:17]3[C:12](=[CH:13][CH:14]=[C:15]([C:18]([C:27]4[CH:32]=[CH:31][C:30]([Cl:33])=[CH:29][CH:28]=4)([C:20]4[N:24]([CH3:25])[C:23](S)=[N:22][N:21]=4)[OH:19])[CH:16]=3)[N:11]=[C:10]([CH3:34])[CH:9]=2)[CH:5]=[CH:6][CH:7]=1.N([O-])=O.[Na+].C(=O)([O-])[O-].[K+].[K+], predict the reaction product. The product is: [OH2:19].[Cl:1][C:2]1[CH:3]=[C:4]([C:8]2[C:17]3[C:12](=[CH:13][CH:14]=[C:15]([C:18]([C:27]4[CH:28]=[CH:29][C:30]([Cl:33])=[CH:31][CH:32]=4)([C:20]4[N:24]([CH3:25])[CH:23]=[N:22][N:21]=4)[OH:19])[CH:16]=3)[N:11]=[C:10]([CH3:34])[CH:9]=2)[CH:5]=[CH:6][CH:7]=1. (2) Given the reactants [C:1]([C:5]1[N:13]=[C:12]2[C:8]([N:9]=[CH:10][N:11]2[CH2:14][C:15]2[C:20]([Cl:21])=[CH:19][CH:18]=[CH:17][N:16]=2)=[C:7](Cl)[N:6]=1)([CH3:4])([CH3:3])[CH3:2].[OH:23][CH2:24][C@@H:25]1[C@@H:29]([OH:30])[CH2:28][CH2:27][NH:26]1, predict the reaction product. The product is: [C:1]([C:5]1[N:13]=[C:12]2[C:8]([N:9]=[CH:10][N:11]2[CH2:14][C:15]2[C:20]([Cl:21])=[CH:19][CH:18]=[CH:17][N:16]=2)=[C:7]([N:26]2[CH2:27][CH2:28][C@H:29]([OH:30])[C@H:25]2[CH2:24][OH:23])[N:6]=1)([CH3:4])([CH3:3])[CH3:2]. (3) Given the reactants [CH2:1]([C:5]1[N:6]=[C:7]([CH3:27])[NH:8][C:9](=[O:26])[C:10]=1[CH2:11][C:12]1[CH:17]=[CH:16][C:15]([C:18]2[C:19]([C:24]#[N:25])=[CH:20][CH:21]=[CH:22][CH:23]=2)=[CH:14][CH:13]=1)[CH2:2][CH2:3][CH3:4].[Cl:28][C:29]1[CH:30]=[C:31](B(O)O)[CH:32]=[C:33]([Cl:35])[CH:34]=1.C(N(CC)CC)C.N1C=CC=CC=1, predict the reaction product. The product is: [CH2:1]([C:5]1[N:6]=[C:7]([CH3:27])[N:8]([C:31]2[CH:30]=[C:29]([Cl:28])[CH:34]=[C:33]([Cl:35])[CH:32]=2)[C:9](=[O:26])[C:10]=1[CH2:11][C:12]1[CH:17]=[CH:16][C:15]([C:18]2[C:19]([C:24]#[N:25])=[CH:20][CH:21]=[CH:22][CH:23]=2)=[CH:14][CH:13]=1)[CH2:2][CH2:3][CH3:4]. (4) Given the reactants [Cl:1][C:2]1[CH:10]=[CH:9][C:8]2[N:7]([CH2:11][C:12]([CH:21]3[CH2:24][CH2:23][CH2:22]3)([C:14]3[CH:19]=[CH:18][C:17]([F:20])=[CH:16][CH:15]=3)O)[C:6]3[CH2:25][CH2:26][N:27]([CH3:29])[CH2:28][C:5]=3[C:4]=2[CH:3]=1.[OH-].[K+], predict the reaction product. The product is: [Cl:1][C:2]1[CH:10]=[CH:9][C:8]2[N:7](/[CH:11]=[C:12](\[CH:21]3[CH2:22][CH2:23][CH2:24]3)/[C:14]3[CH:19]=[CH:18][C:17]([F:20])=[CH:16][CH:15]=3)[C:6]3[CH2:25][CH2:26][N:27]([CH3:29])[CH2:28][C:5]=3[C:4]=2[CH:3]=1. (5) Given the reactants Br[C:2]1[CH:3]=[CH:4][C:5]2[N:6]([C:8]([S:11][C:12]3[CH:13]=[C:14]4[C:19](=[CH:20][CH:21]=3)[N:18]=[CH:17][C:16]([N:22]3[CH2:27][CH2:26][CH:25]([O:28][Si:29]([C:32]([CH3:35])([CH3:34])[CH3:33])([CH3:31])[CH3:30])[CH2:24][CH2:23]3)=[CH:15]4)=[N:9][N:10]=2)[CH:7]=1.[Sn].[O:37]1[CH2:42][CH2:41]O[CH2:39][CH2:38]1, predict the reaction product. The product is: [Si:29]([O:28][CH:25]1[CH2:26][CH2:27][N:22]([C:16]2[CH:17]=[N:18][C:19]3[C:14]([CH:15]=2)=[CH:13][C:12]([S:11][C:8]2[N:6]4[CH:7]=[C:2]([C:38]([O:37][CH2:42][CH3:41])=[CH2:39])[CH:3]=[CH:4][C:5]4=[N:10][N:9]=2)=[CH:21][CH:20]=3)[CH2:23][CH2:24]1)([C:32]([CH3:35])([CH3:34])[CH3:33])([CH3:31])[CH3:30]. (6) Given the reactants [Mg].Br[C:3]1[CH:4]=[C:5]([O:9]C)[CH:6]=[CH:7][CH:8]=1.CC(=[CH:15][CH2:16][CH3:17])C=O, predict the reaction product. The product is: [CH:5]([O:9][CH:16]([CH3:15])[CH3:17])([CH3:6])[CH3:4].[CH3:5][CH2:4][CH2:3][CH2:8][CH2:7][CH3:6]. (7) The product is: [CH3:1][C:2]1([CH3:16])[C:11]2[C:6](=[CH:7][C:8]([NH2:12])=[CH:9][CH:10]=2)[O:5][CH2:4][CH2:3]1. Given the reactants [CH3:1][C:2]1([CH3:16])[C:11]2[C:6](=[CH:7][C:8]([NH:12]C(=O)C)=[CH:9][CH:10]=2)[O:5][CH2:4][CH2:3]1.[OH-].[Na+], predict the reaction product.